This data is from HIV replication inhibition screening data with 41,000+ compounds from the AIDS Antiviral Screen. The task is: Binary Classification. Given a drug SMILES string, predict its activity (active/inactive) in a high-throughput screening assay against a specified biological target. (1) The molecule is CC1=NC(=Cc2ccc(C)cc2)C(=O)O1. The result is 0 (inactive). (2) The molecule is C#CCCCCCCCCCC=C1CC(O)COC1=O. The result is 0 (inactive). (3) The drug is Cc1cc(S(=O)(=O)Nc2nc(=N)n(-c3ccccc3)[nH]2)c(S)cc1Cl. The result is 1 (active).